This data is from Forward reaction prediction with 1.9M reactions from USPTO patents (1976-2016). The task is: Predict the product of the given reaction. (1) Given the reactants C([O:4][C:5](=[O:17])[C:6]1[CH:11]=[C:10]([CH3:12])[C:9]([NH:13][CH:14]([CH3:16])[CH3:15])=[N:8][CH:7]=1)(C)C, predict the reaction product. The product is: [CH:14]([NH:13][C:9]1[C:10]([CH3:12])=[CH:11][C:6]([C:5]([OH:17])=[O:4])=[CH:7][N:8]=1)([CH3:16])[CH3:15]. (2) Given the reactants [Br:1][C:2]1[N:6]([CH2:7][CH:8]2[CH2:13][CH2:12][CH2:11][CH2:10][CH2:9]2)[N:5]=[C:4]([C:14]([O:16]C)=O)[N:3]=1.[NH3:18].CO, predict the reaction product. The product is: [Br:1][C:2]1[N:6]([CH2:7][CH:8]2[CH2:9][CH2:10][CH2:11][CH2:12][CH2:13]2)[N:5]=[C:4]([C:14]([NH2:18])=[O:16])[N:3]=1. (3) Given the reactants [CH2:1]([O:3][C:4](=[O:17])/[CH:5]=[CH:6]/[C:7]([C:10]1[CH:15]=[CH:14][C:13]([F:16])=[CH:12][CH:11]=1)([CH3:9])[CH3:8])[CH3:2], predict the reaction product. The product is: [CH2:1]([O:3][C:4](=[O:17])[CH2:5][CH2:6][C:7]([C:10]1[CH:11]=[CH:12][C:13]([F:16])=[CH:14][CH:15]=1)([CH3:9])[CH3:8])[CH3:2]. (4) Given the reactants Br[C:2]1[C:3]([CH:8]2[O:12][CH2:11][CH2:10][O:9]2)=[N:4][CH:5]=[CH:6][CH:7]=1.[CH:13]([N:16]1[CH2:21][CH2:20][CH:19]([NH2:22])[CH2:18][CH2:17]1)([CH3:15])[CH3:14].CC(C)([O-])C.[Na+], predict the reaction product. The product is: [O:9]1[CH2:10][CH2:11][O:12][CH:8]1[C:3]1[C:2]([NH:22][CH:19]2[CH2:20][CH2:21][N:16]([CH:13]([CH3:15])[CH3:14])[CH2:17][CH2:18]2)=[CH:7][CH:6]=[CH:5][N:4]=1. (5) Given the reactants [CH2:1]([O:5][C:6]1[CH:11]=[CH:10][C:9]([S:12](Cl)(=[O:14])=[O:13])=[CH:8][CH:7]=1)[C:2]#[C:3][CH3:4].[F-:16].[K+].[F-].[F-].[Ca+2], predict the reaction product. The product is: [CH2:1]([O:5][C:6]1[CH:11]=[CH:10][C:9]([S:12]([F:16])(=[O:14])=[O:13])=[CH:8][CH:7]=1)[C:2]#[C:3][CH3:4]. (6) Given the reactants [F:1][C:2]1([F:48])[CH2:7][CH2:6][CH:5]([C:8]2[C:17]3[CH:16]([O:18][CH2:19][C:20]4[CH:25]=[CH:24][C:23]([O:26][CH3:27])=[CH:22][CH:21]=4)[CH2:15][C:14]([CH3:29])([CH3:28])[CH2:13][C:12]=3[N:11]=[C:10]([CH:30]3[CH2:35][CH2:34][NH:33][CH2:32][CH2:31]3)[C:9]=2[CH:36]([F:47])[C:37]2[CH:42]=[CH:41][C:40]([C:43]([F:46])([F:45])[F:44])=[CH:39][CH:38]=2)[CH2:4][CH2:3]1.Br[C:50]1[N:55]=[CH:54][CH:53]=[CH:52][N:51]=1.C(N(C(C)C)CC)(C)C.C(O)(C)(C)C, predict the reaction product. The product is: [F:48][C:2]1([F:1])[CH2:7][CH2:6][CH:5]([C:8]2[C:17]3[CH:16]([O:18][CH2:19][C:20]4[CH:21]=[CH:22][C:23]([O:26][CH3:27])=[CH:24][CH:25]=4)[CH2:15][C:14]([CH3:28])([CH3:29])[CH2:13][C:12]=3[N:11]=[C:10]([CH:30]3[CH2:35][CH2:34][N:33]([C:50]4[N:55]=[CH:54][CH:53]=[CH:52][N:51]=4)[CH2:32][CH2:31]3)[C:9]=2[CH:36]([F:47])[C:37]2[CH:38]=[CH:39][C:40]([C:43]([F:45])([F:46])[F:44])=[CH:41][CH:42]=2)[CH2:4][CH2:3]1. (7) Given the reactants [CH3:1][N:2]1[CH2:8][CH2:7][CH2:6][NH:5][CH2:4][CH2:3]1.C([O-])([O-])=O.[K+].[K+].Br[C:16]1[CH:17]=[CH:18][C:19]([N+:22]([O-:24])=[O:23])=[N:20][CH:21]=1.O, predict the reaction product. The product is: [CH3:1][N:2]1[CH2:8][CH2:7][CH2:6][N:5]([C:16]2[CH:21]=[N:20][C:19]([N+:22]([O-:24])=[O:23])=[CH:18][CH:17]=2)[CH2:4][CH2:3]1. (8) Given the reactants C([O:3][C:4]([C:6]1[CH:10]=[C:9]([CH3:11])[N:8]([CH2:12][C:13]2[CH:18]=[C:17]([Cl:19])[CH:16]=[CH:15][C:14]=2[O:20][CH2:21][C:22]2[CH:27]=[CH:26][C:25]([O:28][CH3:29])=[CH:24][CH:23]=2)[N:7]=1)=[O:5])C.[Li+].[OH-].O, predict the reaction product. The product is: [CH3:11][C:9]1[NH:8][N:7]=[C:6]([C:4]([OH:5])=[O:3])[CH:10]=1.[Cl:19][C:17]1[CH:16]=[CH:15][C:14]([O:20][CH2:21][C:22]2[CH:23]=[CH:24][C:25]([O:28][CH3:29])=[CH:26][CH:27]=2)=[C:13]([CH:18]=1)[CH2:12][N:8]1[C:9]([CH3:11])=[CH:10][C:6]([C:4]([OH:5])=[O:3])=[N:7]1.